This data is from Full USPTO retrosynthesis dataset with 1.9M reactions from patents (1976-2016). The task is: Predict the reactants needed to synthesize the given product. (1) Given the product [Cl:14][C:11]1[CH:12]=[CH:13][C:8]([N:1]2[CH2:6][CH2:5][NH:4][CH2:3][CH2:2]2)=[N:9][CH:10]=1, predict the reactants needed to synthesize it. The reactants are: [NH:1]1[CH2:6][CH2:5][NH:4][CH2:3][CH2:2]1.Cl[C:8]1[CH:13]=[CH:12][C:11]([Cl:14])=[CH:10][N:9]=1.[OH-].[Na+]. (2) Given the product [CH3:17][O:16][C:15]1[CH:18]=[CH:19][C:12]([CH2:11][NH:20][C:2]2[CH:7]=[C:6]([CH2:8][CH2:9][CH3:10])[CH:5]=[CH:4][N:3]=2)=[CH:13][CH:14]=1, predict the reactants needed to synthesize it. The reactants are: Cl[C:2]1[CH:7]=[C:6]([CH2:8][CH2:9][CH3:10])[CH:5]=[CH:4][N:3]=1.[CH2:11]([NH2:20])[C:12]1[CH:19]=[CH:18][C:15]([O:16][CH3:17])=[CH:14][CH:13]=1.CC1(C)C2C(=C(P(C3C=CC=CC=3)C3C=CC=CC=3)C=CC=2)OC2C(P(C3C=CC=CC=3)C3C=CC=CC=3)=CC=CC1=2.C([O-])([O-])=O.[Cs+].[Cs+]. (3) Given the product [F:8][C:9]1[CH:14]=[CH:13][C:12]([N+:15]([O-:17])=[O:16])=[CH:11][C:10]=1[C@:18]([NH:23][S@@:24]([C:26]([CH3:29])([CH3:28])[CH3:27])=[O:25])([CH3:22])[CH2:19][C@H:20]([OH:21])[C:1]1[CH:6]=[CH:5][CH:4]=[CH:3][CH:2]=1, predict the reactants needed to synthesize it. The reactants are: [C:1]1([Li])[CH:6]=[CH:5][CH:4]=[CH:3][CH:2]=1.[F:8][C:9]1[CH:14]=[CH:13][C:12]([N+:15]([O-:17])=[O:16])=[CH:11][C:10]=1[C@:18]([NH:23][S@@:24]([C:26]([CH3:29])([CH3:28])[CH3:27])=[O:25])([CH3:22])[CH2:19][CH:20]=[O:21].[Na+].[Cl-].C(OC(=O)C)C. (4) Given the product [Br:21][C:11]1[S:12][C:3]2[C:4](=[N:5][CH:6]=[C:7]([C:8]#[N:9])[C:2]=2[Cl:1])[CH:10]=1, predict the reactants needed to synthesize it. The reactants are: [Cl:1][C:2]1[C:7]([C:8]#[N:9])=[CH:6][N:5]=[C:4]2[CH:10]=[CH:11][S:12][C:3]=12.C([N-]C(C)C)(C)C.[Li+].[Br:21]N1C(=O)CCC1=O.O. (5) Given the product [CH:21]1([N:20]([CH3:19])[C:2]2[N:7]=[CH:6][N:5]=[C:4]([C:8]([NH:10][C:11]3[CH:16]=[CH:15][C:14]([OH:17])=[CH:13][C:12]=3[CH3:18])=[O:9])[CH:3]=2)[CH2:26][CH2:25][CH2:24][CH2:23][CH2:22]1, predict the reactants needed to synthesize it. The reactants are: Cl[C:2]1[N:7]=[CH:6][N:5]=[C:4]([C:8]([NH:10][C:11]2[CH:16]=[CH:15][C:14]([OH:17])=[CH:13][C:12]=2[CH3:18])=[O:9])[CH:3]=1.[CH3:19][NH:20][CH:21]1[CH2:26][CH2:25][CH2:24][CH2:23][CH2:22]1.